Dataset: NCI-60 drug combinations with 297,098 pairs across 59 cell lines. Task: Regression. Given two drug SMILES strings and cell line genomic features, predict the synergy score measuring deviation from expected non-interaction effect. (1) Drug 1: CC1=C(C=C(C=C1)NC2=NC=CC(=N2)N(C)C3=CC4=NN(C(=C4C=C3)C)C)S(=O)(=O)N.Cl. Drug 2: C1=C(C(=O)NC(=O)N1)F. Cell line: NCI-H522. Synergy scores: CSS=13.0, Synergy_ZIP=-9.55, Synergy_Bliss=-7.30, Synergy_Loewe=-13.2, Synergy_HSA=-7.91. (2) Drug 1: CC(C1=C(C=CC(=C1Cl)F)Cl)OC2=C(N=CC(=C2)C3=CN(N=C3)C4CCNCC4)N. Drug 2: CCC1(CC2CC(C3=C(CCN(C2)C1)C4=CC=CC=C4N3)(C5=C(C=C6C(=C5)C78CCN9C7C(C=CC9)(C(C(C8N6C)(C(=O)OC)O)OC(=O)C)CC)OC)C(=O)OC)O.OS(=O)(=O)O. Cell line: A549. Synergy scores: CSS=50.8, Synergy_ZIP=-3.90, Synergy_Bliss=2.13, Synergy_Loewe=-9.54, Synergy_HSA=2.46. (3) Drug 1: C1CC(=O)NC(=O)C1N2CC3=C(C2=O)C=CC=C3N. Drug 2: C1=NC(=NC(=O)N1C2C(C(C(O2)CO)O)O)N. Cell line: HCT-15. Synergy scores: CSS=7.78, Synergy_ZIP=-1.42, Synergy_Bliss=4.44, Synergy_Loewe=2.36, Synergy_HSA=2.39. (4) Drug 1: C1=CC(=CC=C1CCCC(=O)O)N(CCCl)CCCl. Drug 2: CCC1(C2=C(COC1=O)C(=O)N3CC4=CC5=C(C=CC(=C5CN(C)C)O)N=C4C3=C2)O.Cl. Cell line: SW-620. Synergy scores: CSS=32.3, Synergy_ZIP=-16.8, Synergy_Bliss=-9.12, Synergy_Loewe=-10.4, Synergy_HSA=-5.45. (5) Drug 1: C1=NC2=C(N1)C(=S)N=C(N2)N. Drug 2: CCC1(CC2CC(C3=C(CCN(C2)C1)C4=CC=CC=C4N3)(C5=C(C=C6C(=C5)C78CCN9C7C(C=CC9)(C(C(C8N6C)(C(=O)OC)O)OC(=O)C)CC)OC)C(=O)OC)O.OS(=O)(=O)O. Cell line: 786-0. Synergy scores: CSS=45.6, Synergy_ZIP=-11.0, Synergy_Bliss=-8.44, Synergy_Loewe=-6.39, Synergy_HSA=-5.12. (6) Drug 1: C1C(C(OC1N2C=NC3=C(N=C(N=C32)Cl)N)CO)O. Drug 2: CCN(CC)CCCC(C)NC1=C2C=C(C=CC2=NC3=C1C=CC(=C3)Cl)OC. Cell line: SR. Synergy scores: CSS=80.3, Synergy_ZIP=-2.24, Synergy_Bliss=-2.76, Synergy_Loewe=-3.79, Synergy_HSA=-2.33. (7) Drug 1: CN1CCC(CC1)COC2=C(C=C3C(=C2)N=CN=C3NC4=C(C=C(C=C4)Br)F)OC. Drug 2: CCC1(C2=C(COC1=O)C(=O)N3CC4=CC5=C(C=CC(=C5CN(C)C)O)N=C4C3=C2)O.Cl. Cell line: OVCAR3. Synergy scores: CSS=29.2, Synergy_ZIP=-9.52, Synergy_Bliss=-4.87, Synergy_Loewe=-30.7, Synergy_HSA=-1.56.